Dataset: Catalyst prediction with 721,799 reactions and 888 catalyst types from USPTO. Task: Predict which catalyst facilitates the given reaction. Reactant: C[C:2](C)([O-:4])C.[K+].CO.F[C:10]1[CH:17]=[C:16]([F:18])[CH:15]=[CH:14][C:11]=1[C:12]#[N:13]. Product: [F:18][C:16]1[CH:15]=[CH:14][C:11]([C:12]#[N:13])=[C:10]([O:4][CH3:2])[CH:17]=1. The catalyst class is: 188.